From a dataset of Forward reaction prediction with 1.9M reactions from USPTO patents (1976-2016). Predict the product of the given reaction. (1) Given the reactants [CH:1]([S:4]([NH:7][CH:8]1[CH2:13][CH2:12][CH:11]([C:14](O)=O)[CH2:10][CH2:9]1)(=[O:6])=[O:5])([CH3:3])[CH3:2].NC1CCC(C(OC)=O)CC1.CC(S(Cl)(=O)=O)C.[NH2:35][C:36]1[C:41]([NH2:42])=[CH:40][CH:39]=[C:38]([C:43]2[CH:48]=[CH:47][C:46]([F:49])=[CH:45][C:44]=2[F:50])[N:37]=1, predict the reaction product. The product is: [F:50][C:44]1[CH:45]=[C:46]([F:49])[CH:47]=[CH:48][C:43]=1[C:38]1[N:37]=[C:36]2[N:35]=[C:14]([C@H:11]3[CH2:12][CH2:13][C@H:8]([NH:7][S:4]([CH:1]([CH3:3])[CH3:2])(=[O:6])=[O:5])[CH2:9][CH2:10]3)[NH:42][C:41]2=[CH:40][CH:39]=1. (2) Given the reactants C(OC([NH:8][C@@H:9]([CH2:22][CH2:23][CH2:24][CH3:25])/[CH:10]=[CH:11]/[C:12]([O:14][CH2:15][C:16]1[CH:21]=[CH:20][CH:19]=[CH:18][CH:17]=1)=[O:13])=O)(C)(C)C.[ClH:26], predict the reaction product. The product is: [Cl-:26].[CH2:15]([O:14][C:12](=[O:13])/[CH:11]=[CH:10]/[C@@H:9]([NH3+:8])[CH2:22][CH2:23][CH2:24][CH3:25])[C:16]1[CH:21]=[CH:20][CH:19]=[CH:18][CH:17]=1.